From a dataset of Forward reaction prediction with 1.9M reactions from USPTO patents (1976-2016). Predict the product of the given reaction. Given the reactants C[O:2][C:3](=[O:27])[CH2:4][CH2:5][CH2:6][CH2:7][CH2:8][CH2:9][CH2:10][CH2:11][CH2:12][CH2:13][CH2:14][NH:15][C:16]([C:18]1[CH:23]=[CH:22][C:21]([B:24]([OH:26])[OH:25])=[CH:20][CH:19]=1)=[O:17].[OH-].[Li+].CO, predict the reaction product. The product is: [B:24]([C:21]1[CH:20]=[CH:19][C:18]([C:16]([NH:15][CH2:14][CH2:13][CH2:12][CH2:11][CH2:10][CH2:9][CH2:8][CH2:7][CH2:6][CH2:5][CH2:4][C:3]([OH:27])=[O:2])=[O:17])=[CH:23][CH:22]=1)([OH:26])[OH:25].